Dataset: Reaction yield outcomes from USPTO patents with 853,638 reactions. Task: Predict the reaction yield, written as a fraction of the theoretical maximum amount of product (1.0 means a 100% yield; for example, 0.34 means a 34% yield). (1) The reactants are [NH2:1][CH2:2][C@@H:3]([C:5]1[CH:10]=[CH:9][CH:8]=[CH:7][CH:6]=1)[OH:4].C([O-])([O-])=O.[K+].[K+].[Br:17][C:18]1[CH:19]=[C:20]([CH:25]=[CH:26][C:27]=1[CH2:28]Br)[C:21]([O:23][CH3:24])=[O:22]. The catalyst is CC#N. The product is [Br:17][C:18]1[CH:19]=[C:20]([CH:25]=[CH:26][C:27]=1[CH2:28][NH:1][CH2:2][C@H:3]([OH:4])[C:5]1[CH:10]=[CH:9][CH:8]=[CH:7][CH:6]=1)[C:21]([O:23][CH3:24])=[O:22]. The yield is 0.570. (2) The reactants are [N-:1]=[N+:2]=[N-:3].[Na+].O1CCOCC1.O.[C:12](/[C:14](/[C:19]1[CH:23]=[CH:22][S:21][CH:20]=1)=[CH:15]\[C:16](Cl)=[O:17])#[N:13].O. The catalyst is O1CCOCC1. The product is [C:12](/[C:14](/[C:19]1[CH:23]=[CH:22][S:21][CH:20]=1)=[CH:15]\[C:16]([N:1]=[N+:2]=[N-:3])=[O:17])#[N:13]. The yield is 0.820. (3) The reactants are [O:1]=[C:2]1[N:6]2[CH2:7][C@H:8]([C:11]([OH:13])=O)[CH2:9][CH2:10][C@H:5]2[CH:4]([CH:14]=[CH2:15])[O:3]1.C(Cl)(C(Cl)=O)=O.Cl.[Cl:23][C:24]1[C:25]([CH2:30][NH2:31])=[N:26][CH:27]=[CH:28][N:29]=1.CCN(CC)CC. The catalyst is C(Cl)Cl.C1COCC1. The product is [Cl:23][C:24]1[C:25]([CH2:30][NH:31][C:11]([C@H:8]2[CH2:7][N:6]3[C:2](=[O:1])[O:3][CH:4]([CH:14]=[CH2:15])[C@@H:5]3[CH2:10][CH2:9]2)=[O:13])=[N:26][CH:27]=[CH:28][N:29]=1. The yield is 0.314. (4) The reactants are [Cl:1][C:2]1[CH:7]=[CH:6][C:5]([C:8]2[O:12][C:11]([C:13]([OH:15])=O)=[CH:10][CH:9]=2)=[CH:4][CH:3]=1.Cl.Cl.[N:18]12[CH2:26][CH2:25][CH:22]([CH2:23][CH2:24]1)[NH:21][CH2:20][CH2:19]2.O.ON1C2C=CC=CC=2N=N1.F[B-](F)(F)F.N1(OC(N(C)C)=[N+](C)C)C2C=CC=CC=2N=N1.C(N(C(C)C)CC)(C)C.[OH-].[Na+]. The catalyst is CN(C)C=O. The product is [Cl:1][C:2]1[CH:3]=[CH:4][C:5]([C:8]2[O:12][C:11]([C:13]([N:21]3[CH:22]4[CH2:25][CH2:26][N:18]([CH2:24][CH2:23]4)[CH2:19][CH2:20]3)=[O:15])=[CH:10][CH:9]=2)=[CH:6][CH:7]=1. The yield is 0.920. (5) The reactants are Br[C:2]1[CH:3]=[CH:4][CH:5]=[C:6]2[C:11]=1[C:10](=[O:12])[NH:9][CH:8]=[CH:7]2.C(O)C.C(=O)(O)[O-].[Na+].[N:21]1[CH:26]=[CH:25][C:24](B(O)O)=[CH:23][CH:22]=1. The catalyst is ClCCl.O.C(Cl)Cl.CO.C1(C)C=CC=CC=1. The product is [N:21]1[CH:26]=[CH:25][C:24]([C:2]2[CH:3]=[CH:4][CH:5]=[C:6]3[C:11]=2[C:10](=[O:12])[NH:9][CH:8]=[CH:7]3)=[CH:23][CH:22]=1. The yield is 0.469. (6) The reactants are [C:1]1([C:7]#[CH:8])[CH:6]=[CH:5][CH:4]=[CH:3][CH:2]=1.C(N(C(C)C)CC)(C)C.[N:18]([C:21]1[CH:22]=[C:23]2[C:28](=[CH:29][CH:30]=1)[N:27]=[C:26]([O:31][C:32]1[CH:37]=[CH:36][C:35]([F:38])=[CH:34][C:33]=1[C:39](=[O:41])[CH3:40])[C:25]([CH2:42][C:43]1[CH:48]=[CH:47][CH:46]=[CH:45][CH:44]=1)=[CH:24]2)=[N+:19]=[N-:20]. The catalyst is C(#N)C.C(OC(=O)C)C.[Cu]I. The product is [CH2:42]([C:25]1[C:26]([O:31][C:32]2[CH:37]=[CH:36][C:35]([F:38])=[CH:34][C:33]=2[C:39](=[O:41])[CH3:40])=[N:27][C:28]2[C:23]([CH:24]=1)=[CH:22][C:21]([N:18]1[CH:8]=[C:7]([C:1]3[CH:6]=[CH:5][CH:4]=[CH:3][CH:2]=3)[N:20]=[N:19]1)=[CH:30][CH:29]=2)[C:43]1[CH:44]=[CH:45][CH:46]=[CH:47][CH:48]=1. The yield is 0.820. (7) The yield is 0.410. The reactants are [Cl:1][C:2]1[CH:3]=[C:4]([C:10]2[C:15]([CH3:16])=[CH:14][CH:13]=[C:12]([NH:17][C:18]([C:20]3([C:23]4[CH:33]=[CH:32][C:26]5[O:27][C:28]([F:31])([F:30])[O:29][C:25]=5[CH:24]=4)[CH2:22][CH2:21]3)=[O:19])[N:11]=2)[C:5]([O:8]C)=[N:6][CH:7]=1.I[Si](C)(C)C. The product is [Cl:1][C:2]1[CH:3]=[C:4]([C:10]2[N:11]=[C:12]([NH:17][C:18]([C:20]3([C:23]4[CH:33]=[CH:32][C:26]5[O:27][C:28]([F:30])([F:31])[O:29][C:25]=5[CH:24]=4)[CH2:22][CH2:21]3)=[O:19])[CH:13]=[CH:14][C:15]=2[CH3:16])[C:5](=[O:8])[NH:6][CH:7]=1. The catalyst is C(Cl)(Cl)Cl. (8) No catalyst specified. The product is [O:1]=[C:2]1[C:11]2[CH:12]=[CH:13][S:14][C:10]=2[C:9]2[CH:8]=[CH:7][C:6]([C:15]([NH2:21])=[O:17])=[CH:5][C:4]=2[NH:3]1. The reactants are [O:1]=[C:2]1[C:11]2[CH:12]=[CH:13][S:14][C:10]=2[C:9]2[CH:8]=[CH:7][C:6]([C:15]([O:17]C)=O)=[CH:5][C:4]=2[NH:3]1.[OH-].[Na+].[NH3:21]. The yield is 0.320.